This data is from Reaction yield outcomes from USPTO patents with 853,638 reactions. The task is: Predict the reaction yield, written as a fraction of the theoretical maximum amount of product (1.0 means a 100% yield; for example, 0.34 means a 34% yield). (1) The reactants are [F:1][C:2]1[C:3]2[CH2:14][CH2:13][C:12](=[CH:15][CH2:16][NH:17][C:18](=[O:20])[CH3:19])[C:4]=2[C:5]2[C:9]([CH:10]=1)=[N:8][N:7]([CH3:11])[CH:6]=2. The catalyst is CO.[C].[Pd]. The product is [F:1][C:2]1[C:3]2[CH2:14][CH2:13][CH:12]([CH2:15][CH2:16][NH:17][C:18](=[O:20])[CH3:19])[C:4]=2[C:5]2[C:9]([CH:10]=1)=[N:8][N:7]([CH3:11])[CH:6]=2. The yield is 0.770. (2) The reactants are Br[C:2]1[N:7]=[C:6]([NH:8][C:9]2[CH:13]=[C:12]([CH:14]3[CH2:16][CH2:15]3)[NH:11][N:10]=2)[C:5]([F:17])=[CH:4][N:3]=1.[S:18]1[CH:22]=[CH:21][CH:20]=[C:19]1B(O)O.C([O-])([O-])=O.[Na+].[Na+].O1CCOCC1. The catalyst is C1C=CC(P(C2C=CC=CC=2)[C-]2C=CC=C2)=CC=1.C1C=CC(P(C2C=CC=CC=2)[C-]2C=CC=C2)=CC=1.Cl[Pd]Cl.[Fe+2].O. The product is [CH:14]1([C:12]2[NH:11][N:10]=[C:9]([NH:8][C:6]3[C:5]([F:17])=[CH:4][N:3]=[C:2]([C:19]4[S:18][CH:22]=[CH:21][CH:20]=4)[N:7]=3)[CH:13]=2)[CH2:16][CH2:15]1. The yield is 0.281. (3) No catalyst specified. The product is [CH3:9][C:5]1[C:6]([CH3:8])=[CH:7][C:2]([B:23]([OH:25])[OH:24])=[C:3]([O:10][C@H:11]([CH2:13][CH:14]=[CH2:15])[CH3:12])[CH:4]=1. The yield is 0.850. The reactants are Br[C:2]1[CH:7]=[C:6]([CH3:8])[C:5]([CH3:9])=[CH:4][C:3]=1[O:10][C@H:11]([CH2:13][CH:14]=[CH2:15])[CH3:12].FC1C=CC([B:23]([OH:25])[OH:24])=C(O[C@H](CC=C)C)C=1. (4) The yield is 0.670. The product is [O:42]=[C:17]1[C:16]([CH2:15][C:12]2[CH:11]=[CH:10][C:9]([C:4]3[C:3]([C:1]#[N:2])=[CH:8][CH:7]=[CH:6][CH:5]=3)=[CH:14][CH:13]=2)=[C:21]([CH2:22][CH2:23][CH3:24])[N:20]2[N:25]=[CH:26][N:27]=[C:19]2[N:18]1[C@H:28]1[CH2:33][CH2:32][C@H:31]([O:34][CH2:35][C:36](=[O:37])[CH2:43][CH3:44])[CH2:30][CH2:29]1. The catalyst is O1CCCC1. The reactants are [C:1]([C:3]1[CH:8]=[CH:7][CH:6]=[CH:5][C:4]=1[C:9]1[CH:14]=[CH:13][C:12]([CH2:15][C:16]2[C:17](=[O:42])[N:18]([C@H:28]3[CH2:33][CH2:32][C@H:31]([O:34][CH2:35][C:36](N(OC)C)=[O:37])[CH2:30][CH2:29]3)[C:19]3[N:20]([N:25]=[CH:26][N:27]=3)[C:21]=2[CH2:22][CH2:23][CH3:24])=[CH:11][CH:10]=1)#[N:2].[CH2:43]([Mg]Br)[CH3:44].Cl. (5) The catalyst is CN(C)C=O. The product is [Cl:17][C:3]1[CH:12]=[CH:11][C:10]2[C:5](=[CH:6][C:7]([O:13][CH3:14])=[CH:8][N:9]=2)[N:4]=1. The reactants are CO[C:3]1[CH:12]=[CH:11][C:10]2[C:5](=[CH:6][C:7]([O:13][CH3:14])=[CH:8][N:9]=2)[N:4]=1.P(Cl)(Cl)([Cl:17])=O. The yield is 0.640. (6) The reactants are [Br:1][C:2]1[CH:3]=[N:4][CH:5]=[C:6]([CH:9]=1)[CH:7]=[O:8].[BH4-].[Na+].[Cl-].[NH4+]. The catalyst is C(O)C. The product is [Br:1][C:2]1[CH:9]=[C:6]([CH2:7][OH:8])[CH:5]=[N:4][CH:3]=1. The yield is 0.900. (7) The reactants are CO[C:3]([C:5]1[N:6]([CH3:24])[N:7]=[C:8]([O:10][CH2:11][C:12]2[C:13]([C:18]3[CH:23]=[CH:22][CH:21]=[CH:20][N:19]=3)=[N:14][O:15][C:16]=2[CH3:17])[CH:9]=1)=[O:4].CO[C:27]([C:29]1[NH:30]N=C(OC[C:33]2[C:29]([C:27]3C=CC=CC=3)=[N:30]OC=2C)[CH:33]=1)=O.C(N)(C)C. No catalyst specified. The product is [CH:29]([NH:30][C:3]([C:5]1[N:6]([CH3:24])[N:7]=[C:8]([O:10][CH2:11][C:12]2[C:13]([C:18]3[CH:23]=[CH:22][CH:21]=[CH:20][N:19]=3)=[N:14][O:15][C:16]=2[CH3:17])[CH:9]=1)=[O:4])([CH3:33])[CH3:27]. The yield is 0.540.